Dataset: hERG Central: cardiac toxicity at 1µM, 10µM, and general inhibition. Task: Predict hERG channel inhibition at various concentrations. Results: hERG_inhib (hERG inhibition (general)): blocker. The drug is CCOC(=O)C1CCCN(C(=O)c2sc3nc(-c4ccc(F)cc4)cn3c2C)C1.